Predict the reaction yield, written as a fraction of the theoretical maximum amount of product (1.0 means a 100% yield; for example, 0.34 means a 34% yield). From a dataset of Reaction yield outcomes from USPTO patents with 853,638 reactions. (1) The yield is 0.440. The catalyst is CO. The product is [C:1]([O:5][C:6](=[O:16])[N:7]([CH2:11][CH2:12][CH2:13][CH2:14][NH:15][CH2:24][C:21]1[C:20]([CH3:26])=[CH:19][C:18]([Cl:17])=[CH:23][N:22]=1)[CH:8]1[CH2:9][CH2:10]1)([CH3:4])([CH3:2])[CH3:3]. The reactants are [C:1]([O:5][C:6](=[O:16])[N:7]([CH2:11][CH2:12][CH2:13][CH2:14][NH2:15])[CH:8]1[CH2:10][CH2:9]1)([CH3:4])([CH3:3])[CH3:2].[Cl:17][C:18]1[CH:19]=[C:20]([CH3:26])[C:21]([CH:24]=O)=[N:22][CH:23]=1.C([O-])([O-])=O.[K+].[K+].[BH4-].[Na+].C([O-])(O)=O.[Na+]. (2) The reactants are [Cl:1][C:2]1[N:7]=[C:6]([C:8]#[C:9][CH3:10])[C:5]([N+:11]([O-])=O)=[C:4]([NH:14][CH2:15][C:16]2[C:21]([CH3:22])=[CH:20][CH:19]=[CH:18][C:17]=2[CH3:23])[CH:3]=1.O.O.[Sn](Cl)Cl.C(OCC)(=O)C.[OH-].[Na+]. The catalyst is C(OCC)C.Cl. The product is [Cl:1][C:2]1[N:7]=[C:6]([C:8]#[C:9][CH3:10])[C:5]([NH2:11])=[C:4]([NH:14][CH2:15][C:16]2[C:17]([CH3:23])=[CH:18][CH:19]=[CH:20][C:21]=2[CH3:22])[CH:3]=1. The yield is 0.220. (3) The reactants are [OH:1][C:2]1[CH:3]=[C:4]2[C:9](=[CH:10][CH:11]=1)[C:8]([C:12](=[O:28])[C:13]1[CH:18]=[CH:17][C:16]([O:19][CH2:20][CH2:21][N:22]3[CH2:27][CH2:26][CH2:25][CH2:24][CH2:23]3)=[CH:15][CH:14]=1)=[C:7]([O:29][S:30]([C:33]([F:36])([F:35])[F:34])(=[O:32])=[O:31])[CH:6]=[CH:5]2.C(N(C(C)C)CC)(C)C.[CH3:46][S:47](Cl)(=[O:49])=[O:48].C(=O)(O)[O-].[Na+]. The catalyst is C(Cl)Cl. The yield is 0.990. The product is [CH3:46][S:47]([O:1][C:2]1[CH:3]=[C:4]2[C:9](=[CH:10][CH:11]=1)[C:8]([C:12](=[O:28])[C:13]1[CH:14]=[CH:15][C:16]([O:19][CH2:20][CH2:21][N:22]3[CH2:27][CH2:26][CH2:25][CH2:24][CH2:23]3)=[CH:17][CH:18]=1)=[C:7]([O:29][S:30]([C:33]([F:35])([F:36])[F:34])(=[O:32])=[O:31])[CH:6]=[CH:5]2)(=[O:49])=[O:48]. (4) The reactants are [C:1]([O:5][C:6]([N:8]1[CH2:13][CH2:12][N:11]([C:14]2[S:15][C:16]([S:19]([CH2:22][CH3:23])(=[O:21])=[O:20])=[CH:17][N:18]=2)[CH2:10][CH2:9]1)=[O:7])([CH3:4])([CH3:3])[CH3:2].[CH3:24][Si]([NH-])(C)C.C[Si]([NH-])(C)C.[K+].[K+].IC.C(OCC)(=O)C.CCCCCCC. The catalyst is O1CCCC1. The product is [C:1]([O:5][C:6]([N:8]1[CH2:13][CH2:12][N:11]([C:14]2[S:15][C:16]([S:19]([CH:22]([CH3:24])[CH3:23])(=[O:21])=[O:20])=[CH:17][N:18]=2)[CH2:10][CH2:9]1)=[O:7])([CH3:4])([CH3:3])[CH3:2]. The yield is 0.300. (5) The reactants are [Cl:1][C:2]1[CH:7]=[C:6]([Cl:8])[CH:5]=[CH:4][C:3]=1[C:9]1([O:38][Si](CC)(CC)CC)[C:17]2[C:12](=[CH:13][C:14]([C:22]3[O:23][CH:24]=[CH:25][N:26]=3)=[CH:15][C:16]=2[C:18]([F:21])([F:20])[F:19])[N:11]([CH2:27][C@H:28]2[CH2:31][C@H:30]([N:32]([CH2:35][CH3:36])[CH2:33][CH3:34])[CH2:29]2)[C:10]1=[O:37].[F-].C([N+](CCCC)(CCCC)CCCC)CCC. The catalyst is O1CCCC1. The product is [Cl:1][C:2]1[CH:7]=[C:6]([Cl:8])[CH:5]=[CH:4][C:3]=1[C:9]1([OH:38])[C:17]2[C:12](=[CH:13][C:14]([C:22]3[O:23][CH:24]=[CH:25][N:26]=3)=[CH:15][C:16]=2[C:18]([F:19])([F:20])[F:21])[N:11]([CH2:27][C@H:28]2[CH2:29][C@H:30]([N:32]([CH2:33][CH3:34])[CH2:35][CH3:36])[CH2:31]2)[C:10]1=[O:37]. The yield is 0.600. (6) The reactants are [NH2:1][C:2]1[CH:7]=[CH:6][C:5]([C:8]2[N:13]=[C:12]([N:14]3[CH2:19][CH2:18][O:17][CH2:16][CH2:15]3)[N:11]=[C:10]([C:20]3[CH:25]=[CH:24][C:23]([NH:26][C:27]([NH:29][CH3:30])=[O:28])=[CH:22][CH:21]=3)[N:9]=2)=[CH:4][CH:3]=1.[N:31]1[CH:36]=[CH:35][CH:34]=[C:33]([NH:37][C:38](=[O:46])OC2C=CC=CC=2)[CH:32]=1. No catalyst specified. The product is [CH3:30][NH:29][C:27]([NH:26][C:23]1[CH:22]=[CH:21][C:20]([C:10]2[N:11]=[C:12]([N:14]3[CH2:15][CH2:16][O:17][CH2:18][CH2:19]3)[N:13]=[C:8]([C:5]3[CH:4]=[CH:3][C:2]([NH:1][C:38](=[O:46])[NH:37][C:33]4[CH:32]=[N:31][CH:36]=[CH:35][CH:34]=4)=[CH:7][CH:6]=3)[N:9]=2)=[CH:25][CH:24]=1)=[O:28]. The yield is 0.0600.